Task: Regression/Classification. Given a drug SMILES string, predict its absorption, distribution, metabolism, or excretion properties. Task type varies by dataset: regression for continuous measurements (e.g., permeability, clearance, half-life) or binary classification for categorical outcomes (e.g., BBB penetration, CYP inhibition). Dataset: cyp2d6_veith.. Dataset: CYP2D6 inhibition data for predicting drug metabolism from PubChem BioAssay The molecule is CCCSc1nc(SCC(=O)NCc2ccccc2)c2c3c(sc2n1)COC(C)(CC)C3. The result is 0 (non-inhibitor).